From a dataset of NCI-60 drug combinations with 297,098 pairs across 59 cell lines. Regression. Given two drug SMILES strings and cell line genomic features, predict the synergy score measuring deviation from expected non-interaction effect. (1) Drug 1: C1CN1C2=NC(=NC(=N2)N3CC3)N4CC4. Drug 2: CNC(=O)C1=NC=CC(=C1)OC2=CC=C(C=C2)NC(=O)NC3=CC(=C(C=C3)Cl)C(F)(F)F. Cell line: OVCAR-4. Synergy scores: CSS=-6.68, Synergy_ZIP=-17.3, Synergy_Bliss=-40.2, Synergy_Loewe=-42.6, Synergy_HSA=-42.6. (2) Drug 1: CN(C)N=NC1=C(NC=N1)C(=O)N. Drug 2: CC1C(C(=O)NC(C(=O)N2CCCC2C(=O)N(CC(=O)N(C(C(=O)O1)C(C)C)C)C)C(C)C)NC(=O)C3=C4C(=C(C=C3)C)OC5=C(C(=O)C(=C(C5=N4)C(=O)NC6C(OC(=O)C(N(C(=O)CN(C(=O)C7CCCN7C(=O)C(NC6=O)C(C)C)C)C)C(C)C)C)N)C. Cell line: EKVX. Synergy scores: CSS=-2.66, Synergy_ZIP=1.32, Synergy_Bliss=-0.0927, Synergy_Loewe=-1.07, Synergy_HSA=-1.81. (3) Drug 1: C#CCC(CC1=CN=C2C(=N1)C(=NC(=N2)N)N)C3=CC=C(C=C3)C(=O)NC(CCC(=O)O)C(=O)O. Drug 2: COCCOC1=C(C=C2C(=C1)C(=NC=N2)NC3=CC=CC(=C3)C#C)OCCOC.Cl. Cell line: NCI-H322M. Synergy scores: CSS=21.8, Synergy_ZIP=-0.0618, Synergy_Bliss=2.73, Synergy_Loewe=2.62, Synergy_HSA=2.11.